From a dataset of Full USPTO retrosynthesis dataset with 1.9M reactions from patents (1976-2016). Predict the reactants needed to synthesize the given product. The reactants are: O.[C:2]([O:8][CH2:9][C:10]([F:16])([F:15])[S:11]([O-:14])(=[O:13])=[O:12])(=[O:7])[C:3]([CH3:6])([CH3:5])[CH3:4].[Na+].[I-].[C:19]1([S+:25]([C:32]2[CH:37]=[CH:36][CH:35]=[CH:34][CH:33]=2)[C:26]2[CH:31]=[CH:30][CH:29]=[CH:28][CH:27]=2)[CH:24]=[CH:23][CH:22]=[CH:21][CH:20]=1. Given the product [C:2]([O:8][CH2:9][C:10]([F:16])([F:15])[S:11]([O-:14])(=[O:12])=[O:13])(=[O:7])[C:3]([CH3:6])([CH3:5])[CH3:4].[C:32]1([S+:25]([C:19]2[CH:20]=[CH:21][CH:22]=[CH:23][CH:24]=2)[C:26]2[CH:31]=[CH:30][CH:29]=[CH:28][CH:27]=2)[CH:33]=[CH:34][CH:35]=[CH:36][CH:37]=1, predict the reactants needed to synthesize it.